Dataset: Peptide-MHC class II binding affinity with 134,281 pairs from IEDB. Task: Regression. Given a peptide amino acid sequence and an MHC pseudo amino acid sequence, predict their binding affinity value. This is MHC class II binding data. (1) The peptide sequence is CQFLKVEKSQLLNEF. The MHC is DRB1_1501 with pseudo-sequence DRB1_1501. The binding affinity (normalized) is 0.146. (2) The peptide sequence is MLGARYLEFEALGFL. The MHC is DRB3_0301 with pseudo-sequence DRB3_0301. The binding affinity (normalized) is 0.330. (3) The peptide sequence is AAARAGTTVYGAFAA. The MHC is HLA-DQA10501-DQB10301 with pseudo-sequence HLA-DQA10501-DQB10301. The binding affinity (normalized) is 0.623. (4) The MHC is HLA-DQA10601-DQB10402 with pseudo-sequence HLA-DQA10601-DQB10402. The peptide sequence is INAIFEENEVDISVV. The binding affinity (normalized) is 0. (5) The peptide sequence is GELQIYDKIDAAFKI. The MHC is DRB5_0101 with pseudo-sequence DRB5_0101. The binding affinity (normalized) is 0.793. (6) The peptide sequence is LYKLHGGHVSCRVKL. The MHC is DRB1_0404 with pseudo-sequence DRB1_0404. The binding affinity (normalized) is 0.178. (7) The peptide sequence is SEAVLRGQALLVNSS. The MHC is DRB1_0405 with pseudo-sequence DRB1_0405. The binding affinity (normalized) is 0.0973. (8) The peptide sequence is EKKYFAAFQFEPLAA. The MHC is HLA-DPA10301-DPB10402 with pseudo-sequence HLA-DPA10301-DPB10402. The binding affinity (normalized) is 0.906. (9) The peptide sequence is AFKVAATARNAAPAN. The MHC is HLA-DPA10103-DPB10301 with pseudo-sequence HLA-DPA10103-DPB10301. The binding affinity (normalized) is 0.581. (10) The peptide sequence is MRSPVFTDNSSPPVV. The MHC is DRB1_1501 with pseudo-sequence DRB1_1501. The binding affinity (normalized) is 0.0198.